From a dataset of Full USPTO retrosynthesis dataset with 1.9M reactions from patents (1976-2016). Predict the reactants needed to synthesize the given product. (1) Given the product [C:24]([C:28]1[CH:29]=[CH:30][C:31]([C:32]([N:12]2[CH2:13][CH2:14][CH:9]([C:7]([OH:8])([C:15]3[CH:20]=[CH:19][CH:18]=[CH:17][CH:16]=3)[C:1]3[CH:2]=[CH:3][CH:4]=[CH:5][CH:6]=3)[CH2:10][CH2:11]2)=[O:33])=[CH:35][CH:36]=1)([CH3:27])([CH3:25])[CH3:26], predict the reactants needed to synthesize it. The reactants are: [C:1]1([C:7]([C:15]2[CH:20]=[CH:19][CH:18]=[CH:17][CH:16]=2)([CH:9]2[CH2:14][CH2:13][NH:12][CH2:11][CH2:10]2)[OH:8])[CH:6]=[CH:5][CH:4]=[CH:3][CH:2]=1.C(#N)C.[C:24]([C:28]1[CH:36]=[CH:35][C:31]([C:32](Cl)=[O:33])=[CH:30][CH:29]=1)([CH3:27])([CH3:26])[CH3:25]. (2) The reactants are: Br[C:2]1[CH:3]=[C:4]2[C:9](=[CH:10][C:11]=1[O:12][CH3:13])[O:8][C:7]([CH3:15])([CH3:14])[CH:6]=[C:5]2[C:16]([CH3:19])([CH3:18])[CH3:17].C([Sn](CCCC)(CCCC)[C:25]([O:27]CC)=[CH2:26])CCC. Given the product [C:16]([C:5]1[C:4]2[C:9](=[CH:10][C:11]([O:12][CH3:13])=[C:2]([C:25](=[O:27])[CH3:26])[CH:3]=2)[O:8][C:7]([CH3:15])([CH3:14])[CH:6]=1)([CH3:19])([CH3:18])[CH3:17], predict the reactants needed to synthesize it.